Regression. Given a peptide amino acid sequence and an MHC pseudo amino acid sequence, predict their binding affinity value. This is MHC class II binding data. From a dataset of Peptide-MHC class II binding affinity with 134,281 pairs from IEDB. (1) The peptide sequence is LRPTFDTRLMRLEDE. The MHC is DRB1_1501 with pseudo-sequence DRB1_1501. The binding affinity (normalized) is 0.0767. (2) The MHC is DRB5_0101 with pseudo-sequence DRB5_0101. The peptide sequence is FEQITFMQALQLLLE. The binding affinity (normalized) is 0.469. (3) The peptide sequence is ARVTVKDVTFRNITG. The MHC is HLA-DQA10102-DQB10502 with pseudo-sequence HLA-DQA10102-DQB10502. The binding affinity (normalized) is 0. (4) The peptide sequence is KILTYPWDRIEEVTR. The MHC is DRB3_0202 with pseudo-sequence DRB3_0202. The binding affinity (normalized) is 0.561. (5) The peptide sequence is ECEWPLTHTIGTSVE. The MHC is HLA-DQA10601-DQB10402 with pseudo-sequence HLA-DQA10601-DQB10402. The binding affinity (normalized) is 0.770.